From a dataset of Reaction yield outcomes from USPTO patents with 853,638 reactions. Predict the reaction yield, written as a fraction of the theoretical maximum amount of product (1.0 means a 100% yield; for example, 0.34 means a 34% yield). (1) The catalyst is O.C(O)C. The product is [OH:1][C:2]1[CH:7]=[CH:6][C:5]([CH2:8][CH2:9][N:10]2[C:18]3[N:17]=[C:16]([C:19]45[CH2:20][CH2:21][C:22]([C:27]([OH:29])=[O:28])([CH2:25][CH2:26]4)[CH2:23][CH2:24]5)[NH:15][C:14]=3[C:13](=[O:30])[N:12]([CH2:31][CH2:32][CH3:33])[C:11]2=[O:34])=[CH:4][C:3]=1[I:37]. The yield is 0.200. The reactants are [OH:1][C:2]1[CH:7]=[CH:6][C:5]([CH2:8][CH2:9][N:10]2[C:18]3[N:17]=[C:16]([C:19]45[CH2:26][CH2:25][C:22]([C:27]([OH:29])=[O:28])([CH2:23][CH2:24]4)[CH2:21][CH2:20]5)[NH:15][C:14]=3[C:13](=[O:30])[N:12]([CH2:31][CH2:32][CH3:33])[C:11]2=[O:34])=[CH:4][CH:3]=1.[OH-].[Na+].[I:37]I. (2) The reactants are OC1O[C@H](C)[C@H](O)C[C@H]1O.[C:11]([C:13]1[CH:18]=[CH:17][C:16]([OH:19])=[CH:15][CH:14]=1)#[N:12].C([O-])([O-])=O.[K+].[K+].[F:26][C:27]1[CH:28]=[C:29]([CH:32]=[CH:33][CH:34]=1)[CH2:30]Br. The catalyst is CC(C)=O. The product is [F:26][C:27]1[CH:28]=[C:29]([CH:32]=[CH:33][CH:34]=1)[CH2:30][O:19][C:16]1[CH:17]=[CH:18][C:13]([C:11]#[N:12])=[CH:14][CH:15]=1. The yield is 0.870. (3) The reactants are [N+:1]([C:4]1[CH:9]=[CH:8][C:7]([C:10]2[S:11][C:12]([C:15]([O:17][CH2:18][CH3:19])=[O:16])=[CH:13][N:14]=2)=[CH:6][CH:5]=1)([O-])=O.C([O-])=O.[NH4+]. The catalyst is [Pd].CO. The product is [NH2:1][C:4]1[CH:5]=[CH:6][C:7]([C:10]2[S:11][C:12]([C:15]([O:17][CH2:18][CH3:19])=[O:16])=[CH:13][N:14]=2)=[CH:8][CH:9]=1. The yield is 0.750. (4) The reactants are [C:1]([O:5][C:6](=[O:22])[CH2:7][N:8]=[C:9]([C:16]1[CH:21]=[CH:20][CH:19]=[CH:18][CH:17]=1)[C:10]1[CH:15]=[CH:14][CH:13]=[CH:12][CH:11]=1)([CH3:4])([CH3:3])[CH3:2].[CH2:23](Br)[C:24]1[CH:29]=[CH:28][CH:27]=[CH:26][CH:25]=1.[OH-].[K+]. The catalyst is C1(C)C=CC=CC=1. The product is [C:1]([O:5][C:6](=[O:22])[CH:7]([N:8]=[C:9]([C:10]1[CH:11]=[CH:12][CH:13]=[CH:14][CH:15]=1)[C:16]1[CH:17]=[CH:18][CH:19]=[CH:20][CH:21]=1)[CH2:23][C:24]1[CH:29]=[CH:28][CH:27]=[CH:26][CH:25]=1)([CH3:4])([CH3:2])[CH3:3]. The yield is 0.950. (5) The product is [Cl:5][C:6]1[CH:14]=[C:13]([Cl:15])[C:12]([N+:1]([O-:4])=[O:2])=[CH:11][C:7]=1[C:8]([OH:10])=[O:9]. The yield is 1.35. The reactants are [N+:1]([O-:4])(O)=[O:2].[Cl:5][C:6]1[CH:14]=[C:13]([Cl:15])[CH:12]=[CH:11][C:7]=1[C:8]([OH:10])=[O:9]. The catalyst is S(=O)(=O)(O)O. (6) The reactants are [OH:1][C:2]1[CH:9]=[CH:8][C:5]([C:6]#[N:7])=[CH:4][C:3]=1[N+:10]([O-])=O.O.NN. The catalyst is C(O)C.CO.[Ni]. The product is [NH2:10][C:3]1[CH:4]=[C:5]([CH:8]=[CH:9][C:2]=1[OH:1])[C:6]#[N:7]. The yield is 0.490. (7) The reactants are [CH3:1][C@:2]12[C@@:19]3([CH3:20])[C@@H:10]([C@:11]4([CH3:24])[C@@H:16]([CH2:17][CH2:18]3)[C:15]([CH3:22])([CH3:21])[C:14](=[O:23])[CH2:13][CH2:12]4)[CH2:9][CH2:8][C@@H:7]1[C@H:6]1[C@H:25]([C:28]([CH3:30])=[CH2:29])[CH2:26]C[C@]1(C(O)=O)C[CH2:3]2.C1(P(N=[N+]=[N-])(C2C=CC=CC=2)=[O:41])C=CC=CC=1.C([N:54]([CH2:58]C)[CH:55]([CH3:57])[CH3:56])(C)C. The catalyst is O1CCOCC1. The product is [N:54]([C@:55]12[CH2:56][CH2:26][C@@H:25]([C:28]([CH3:30])=[CH2:29])[C@@H:6]1[C@@H:7]1[C@@:2]([CH3:1])([CH2:3][CH2:57]2)[C@@:19]2([CH3:20])[C@@H:10]([C@:11]3([CH3:24])[C@@H:16]([CH2:17][CH2:18]2)[C:15]([CH3:21])([CH3:22])[C:14](=[O:23])[CH2:13][CH2:12]3)[CH2:9][CH2:8]1)=[C:58]=[O:41]. The yield is 0.920. (8) The reactants are [Br:1][C:2]1[CH:3]=[CH:4][C:5]([OH:10])=[C:6]([CH:9]=1)[C:7]#[N:8].[C:11]([O:15][C:16]([N:18]1[CH2:23][CH2:22][CH:21]([N:24]2[C:28]3=[N:29][CH:30]=[N:31][C:32](Cl)=[C:27]3[CH:26]=[N:25]2)[CH2:20][CH2:19]1)=[O:17])([CH3:14])([CH3:13])[CH3:12].C(=O)([O-])[O-].[K+].[K+].C(=O)([O-])[O-].[Na+].[Na+]. The catalyst is CN(C)C=O. The product is [C:11]([O:15][C:16]([N:18]1[CH2:19][CH2:20][CH:21]([N:24]2[C:28]3=[N:29][CH:30]=[N:31][C:32]([O:10][C:5]4[CH:4]=[CH:3][C:2]([Br:1])=[CH:9][C:6]=4[C:7]#[N:8])=[C:27]3[CH:26]=[N:25]2)[CH2:22][CH2:23]1)=[O:17])([CH3:14])([CH3:12])[CH3:13]. The yield is 0.300. (9) The reactants are [NH2:1][CH2:2][C:3]1[C:4]([CH2:20][CH:21]([CH3:23])[CH3:22])=[N:5][C:6]([CH3:19])=[C:7]([C:11]=1[C:12]1[CH:17]=[CH:16][C:15]([CH3:18])=[CH:14][CH:13]=1)[C:8]([OH:10])=[O:9].[C:24]([OH:31])(=[O:30])/[CH:25]=[CH:26]\[C:27]([OH:29])=[O:28]. The catalyst is O.C(#N)C. The product is [C:24]([OH:31])(=[O:30])/[CH:25]=[CH:26]\[C:27]([OH:29])=[O:28].[NH2:1][CH2:2][C:3]1[C:4]([CH2:20][CH:21]([CH3:23])[CH3:22])=[N:5][C:6]([CH3:19])=[C:7]([C:11]=1[C:12]1[CH:17]=[CH:16][C:15]([CH3:18])=[CH:14][CH:13]=1)[C:8]([OH:10])=[O:9]. The yield is 0.320. (10) The reactants are [F:1][C:2]([F:32])([F:31])[C:3]1[C:12]([O:13][CH:14]2[CH2:19][CH2:18][CH:17]([C:20]([F:23])([F:22])[F:21])[CH2:16][CH2:15]2)=[CH:11][CH:10]=[C:9]2[C:4]=1[CH:5]=[CH:6][C:7]([CH:24](OS(C)(=O)=O)[CH3:25])=[CH:8]2.[CH:33]12[NH:41][CH:37]([CH2:38][CH2:39][CH2:40]1)[CH2:36][CH:35]([C:42]#[N:43])[CH2:34]2.C(=O)([O-])[O-].[Cs+].[Cs+]. The catalyst is CN(C)C=O.CCOC(C)=O. The product is [F:1][C:2]([F:32])([F:31])[C:3]1[C:12]([O:13][C@H:14]2[CH2:19][CH2:18][C@@H:17]([C:20]([F:23])([F:22])[F:21])[CH2:16][CH2:15]2)=[CH:11][CH:10]=[C:9]2[C:4]=1[CH:5]=[CH:6][C:7]([CH:24]([N:41]1[CH:33]3[CH2:40][CH2:39][CH2:38][CH:37]1[CH2:36][CH:35]([C:42]#[N:43])[CH2:34]3)[CH3:25])=[CH:8]2. The yield is 0.370.